From a dataset of HIV replication inhibition screening data with 41,000+ compounds from the AIDS Antiviral Screen. Binary Classification. Given a drug SMILES string, predict its activity (active/inactive) in a high-throughput screening assay against a specified biological target. (1) The result is 0 (inactive). The drug is CC(CC(=O)Nc1cccc(Cl)c1C)=NNC(=O)c1ccncc1. (2) The drug is CC(=O)NS(=O)(=O)c1ccc(NC(=O)c2ccccc2SC(=O)CCCC[n+]2ccccc2)cc1.[Br-]. The result is 1 (active). (3) The drug is COc1cc(C(=O)Oc2c(C#N)sc3c2c(=O)n(-c2ccccc2)c(=S)n3-c2ccccc2)cc(OC)c1OC. The result is 0 (inactive). (4) The drug is O=C1C=C2CC3C(O)CC2(O1)C1CCCN31. The result is 0 (inactive). (5) The compound is O=C1NC2(CCCCC2)C(OCCO)C12CCCCC2. The result is 0 (inactive). (6) The result is 0 (inactive). The molecule is CCOC(=O)Nc1ccc2nc(N3CCCCC3)sc2c1. (7) The molecule is CCOC(=O)c1ccc(CSc2ccc(OC)cc2)cc1. The result is 0 (inactive).